The task is: Predict the product of the given reaction.. This data is from Forward reaction prediction with 1.9M reactions from USPTO patents (1976-2016). Given the reactants [F:1][C:2]1[C:10]2[NH:9][C:8]3[CH2:11][CH2:12][N:13]4[C@@H:17]([C:7]=3[C:6]=2[CH:5]=[C:4]([CH3:18])[CH:3]=1)[CH2:16][CH2:15][CH2:14]4.[H-].[Na+].[O:21]1[CH2:23][CH:22]1[C:24]1[CH:29]=[CH:28][N:27]=[CH:26][CH:25]=1, predict the reaction product. The product is: [F:1][C:2]1[C:10]2[N:9]([CH2:23][CH:22]([C:24]3[CH:29]=[CH:28][N:27]=[CH:26][CH:25]=3)[OH:21])[C:8]3[CH2:11][CH2:12][N:13]4[C@@H:17]([C:7]=3[C:6]=2[CH:5]=[C:4]([CH3:18])[CH:3]=1)[CH2:16][CH2:15][CH2:14]4.